Dataset: Forward reaction prediction with 1.9M reactions from USPTO patents (1976-2016). Task: Predict the product of the given reaction. (1) Given the reactants [C:1]([C:4]1[CH:5]=[C:6]([NH:10][C:11](=[S:14])[NH:12][NH2:13])[CH:7]=[CH:8][CH:9]=1)([OH:3])=[O:2].[OH:15][C:16]1[CH:25]=[CH:24][C:23]2[C:18](=[CH:19][CH:20]=[CH:21][CH:22]=2)[C:17]=1[CH:26]=O, predict the reaction product. The product is: [C:1]([C:4]1[CH:5]=[C:6]([NH:10][C:11](=[S:14])[NH:12][N:13]=[CH:26][C:17]2[C:18]3[C:23](=[CH:22][CH:21]=[CH:20][CH:19]=3)[CH:24]=[CH:25][C:16]=2[OH:15])[CH:7]=[CH:8][CH:9]=1)([OH:3])=[O:2]. (2) Given the reactants Br[CH2:2][C:3]1[CH:8]=[CH:7][C:6]([C:9]2[O:10][C:11]3[C:17]([C:18]([O:20][CH3:21])=[O:19])=[CH:16][CH:15]=[CH:14][C:12]=3[N:13]=2)=[CH:5][CH:4]=1.[CH3:22][NH2:23], predict the reaction product. The product is: [CH3:22][NH:23][CH2:2][C:3]1[CH:8]=[CH:7][C:6]([C:9]2[O:10][C:11]3[C:17]([C:18]([O:20][CH3:21])=[O:19])=[CH:16][CH:15]=[CH:14][C:12]=3[N:13]=2)=[CH:5][CH:4]=1. (3) Given the reactants [Cl-].[NH4+].[Br:3][C:4]1[CH:9]=[CH:8][C:7]([N:10]([CH3:14])[CH2:11][CH2:12][OH:13])=[C:6]([N+:15]([O-])=O)[CH:5]=1, predict the reaction product. The product is: [NH2:15][C:6]1[CH:5]=[C:4]([Br:3])[CH:9]=[CH:8][C:7]=1[N:10]([CH3:14])[CH2:11][CH2:12][OH:13]. (4) The product is: [Br:3][C:4]1[CH:5]=[C:6]([C:13]([O:15][CH3:16])=[O:14])[C:7]2[CH:8]=[CH:9][N:10]([CH:18]([CH2:20][CH3:21])[CH3:19])[C:11]=2[CH:12]=1.[NH2:10][CH2:9][C:8]1[C:25](=[O:26])[NH:23][C:22]([CH3:18])=[CH:11][C:7]=1[CH2:6][CH2:5][CH3:4]. Given the reactants [H-].[Na+].[Br:3][C:4]1[CH:5]=[C:6]([C:13]([O:15][CH3:16])=[O:14])[C:7]2[CH:8]=[CH:9][NH:10][C:11]=2[CH:12]=1.Br[CH:18]([CH2:20][CH3:21])[CH3:19].[CH3:22][N:23]([CH:25]=[O:26])C, predict the reaction product. (5) Given the reactants [CH3:1][CH:2]1[CH2:10][CH:9]2[C:5](=[C:6]([CH3:11])[CH2:7][O:8]2)[CH2:4][CH2:3]1.[H][H], predict the reaction product. The product is: [CH3:11][C:6]1[C:5]2[CH:4]=[CH:3][C:2]([CH3:1])=[CH:10][C:9]=2[O:8][CH:7]=1.